This data is from Catalyst prediction with 721,799 reactions and 888 catalyst types from USPTO. The task is: Predict which catalyst facilitates the given reaction. (1) Reactant: [Cl:1][CH2:2][CH2:3][CH2:4][CH2:5][C:6]1[CH:7]=[CH:8][C:9]2[O:14][CH2:13][C:12](=[O:15])[NH:11][C:10]=2[CH:16]=1.[CH3:17][C:18]1[N:27]=[CH:26][C:25]2[C:20](=[CH:21][CH:22]=[CH:23][C:24]=2[N:28]2[CH2:33][CH2:32][NH:31][CH2:30][CH2:29]2)[N:19]=1.CC1N=C(C2CNCCN2)C2C(=CC=CC=2)N=1.[I-].[Na+].C(=O)([O-])[O-].[Na+].[Na+]. Product: [ClH:1].[CH3:17][C:18]1[N:27]=[CH:26][C:25]2[C:20](=[CH:21][CH:22]=[CH:23][C:24]=2[N:28]2[CH2:33][CH2:32][N:31]([CH2:2][CH2:3][CH2:4][CH2:5][C:6]3[CH:7]=[CH:8][C:9]4[O:14][CH2:13][C:12](=[O:15])[NH:11][C:10]=4[CH:16]=3)[CH2:30][CH2:29]2)[N:19]=1. The catalyst class is: 824. (2) Reactant: [C:1]([CH:3]=[C:4]([NH:15]C(=O)OCC)[C:5]1[CH:10]=[CH:9][C:8]([C:11]([F:14])([F:13])[F:12])=[CH:7][CH:6]=1)#[N:2].[NH:21]([C:23](=[O:27])C(O)=O)[NH2:22].O.[C:29](OCC)(=O)C. Product: [F:12][C:11]([F:14])([F:13])[C:8]1[CH:9]=[CH:10][C:5]([C:4]2[N:15]=[C:23]([OH:27])[N:21]3[N:22]=[CH:29][N:2]=[C:1]3[CH:3]=2)=[CH:6][CH:7]=1. The catalyst class is: 37. (3) Product: [Cl:1][C:2]1[CH:7]=[CH:6][C:5]([O:8][CH3:9])=[CH:4][C:3]=1[C:10]1[CH:20]=[C:19]([CH3:21])[C:13]2[N:14]=[C:15]([NH:18][C:23]3[CH:28]=[CH:27][CH:26]=[C:25]([S:29][CH2:30][CH2:31][N:32]4[CH2:33][CH2:34][CH2:35][CH2:36]4)[CH:24]=3)[N:16]=[N:17][C:12]=2[CH:11]=1. Reactant: [Cl:1][C:2]1[CH:7]=[CH:6][C:5]([O:8][CH3:9])=[CH:4][C:3]=1[C:10]1[CH:20]=[C:19]([CH3:21])[C:13]2[N:14]=[C:15]([NH2:18])[N:16]=[N:17][C:12]=2[CH:11]=1.Br[C:23]1[CH:24]=[C:25]([S:29][CH2:30][CH2:31][N:32]2[CH2:36][CH2:35][CH2:34][CH2:33]2)[CH:26]=[CH:27][CH:28]=1.CC1(C)C2C(=C(P(C3C=CC=CC=3)C3C=CC=CC=3)C=CC=2)OC2C(P(C3C=CC=CC=3)C3C=CC=CC=3)=CC=CC1=2.CC(C)([O-])C.[K+]. The catalyst class is: 160. (4) Reactant: [NH2:1][C:2]1[CH:6]=[CH:5][S:4][C:3]=1[S:7]([NH2:10])(=[O:9])=[O:8].[Br:11][C:12]1[CH:17]=[CH:16][C:15]([CH2:18][CH2:19][S:20](Cl)(=[O:22])=[O:21])=[CH:14][CH:13]=1. Product: [Br:11][C:12]1[CH:13]=[CH:14][C:15]([CH2:18][CH2:19][S:20]([NH:1][C:2]2[CH:6]=[CH:5][S:4][C:3]=2[S:7]([NH2:10])(=[O:9])=[O:8])(=[O:22])=[O:21])=[CH:16][CH:17]=1. The catalyst class is: 300. (5) Reactant: [CH3:1][C:2]1[C:11]2[N:10]3[CH:12]=[CH:13][CH:14]=[C:9]3[C:8](=[O:15])[NH:7][C:6]=2[N:5]=[CH:4][CH:3]=1.[H-].[Na+].[CH3:18][O:19][C:20](=[O:23])[CH2:21]Br. Product: [CH3:1][C:2]1[C:11]2[N:10]3[CH:12]=[CH:13][CH:14]=[C:9]3[C:8](=[O:15])[N:7]([CH2:21][C:20]([O:19][CH3:18])=[O:23])[C:6]=2[N:5]=[CH:4][CH:3]=1. The catalyst class is: 3.